This data is from Forward reaction prediction with 1.9M reactions from USPTO patents (1976-2016). The task is: Predict the product of the given reaction. (1) Given the reactants [C:1]([NH:5][C:6]([C:8]1[C:16]2[C:11](=[N:12][CH:13]=[C:14]([N:17]3[C:25]4[C:20](=[CH:21][C:22]([F:27])=[C:23]([F:26])[CH:24]=4)[CH:19]=[N:18]3)[N:15]=2)[N:10](COCC[Si](C)(C)C)[CH:9]=1)=[O:7])([CH3:4])([CH3:3])[CH3:2].FC(F)(F)C(O)=O, predict the reaction product. The product is: [C:1]([NH:5][C:6]([C:8]1[C:16]2[C:11](=[N:12][CH:13]=[C:14]([N:17]3[C:25]4[C:20](=[CH:21][C:22]([F:27])=[C:23]([F:26])[CH:24]=4)[CH:19]=[N:18]3)[N:15]=2)[NH:10][CH:9]=1)=[O:7])([CH3:4])([CH3:2])[CH3:3]. (2) The product is: [CH3:32][O:31][C:15]1[CH:16]=[C:17]([C:22]([CH3:30])([CH2:24][CH2:25][CH2:26][CH2:27][CH2:28][CH3:29])[CH3:23])[CH:18]=[C:19]([O:20][CH3:21])[C:14]=1[C:6]1[C@:5]2([CH2:3][OH:2])[C:11]([CH3:13])([CH3:12])[C@H:8]([CH:7]=1)[CH2:9][CH2:10]2. Given the reactants C[O:2][C:3]([C@@:5]12[C:11]([CH3:13])([CH3:12])[C@@H:8]([CH2:9][CH2:10]1)[CH:7]=[C:6]2[C:14]1[C:19]([O:20][CH3:21])=[CH:18][C:17]([C:22]([CH3:30])([CH2:24][CH2:25][CH2:26][CH2:27][CH2:28][CH3:29])[CH3:23])=[CH:16][C:15]=1[O:31][CH3:32])=O.[H-].[H-].[H-].[H-].[Li+].[Al+3].[O-]S([O-])(=O)=O.[Mg+2], predict the reaction product.